This data is from Forward reaction prediction with 1.9M reactions from USPTO patents (1976-2016). The task is: Predict the product of the given reaction. (1) Given the reactants [CH3:1][S:2]([NH:5][C:6]1[CH:21]=[CH:20][C:9]2[NH:10][C:11]([CH2:16][C:17]([OH:19])=O)=[CH:12][S:13](=[O:15])(=[O:14])[C:8]=2[CH:7]=1)(=[O:4])=[O:3].[CH2:22]([O:25][C:26]([C:28]1[N:29]([NH:33][CH2:34][CH2:35][CH:36]([CH3:38])[CH3:37])[CH:30]=[CH:31][CH:32]=1)=[O:27])[CH:23]=[CH2:24].Cl.CN(C)CCCN=C=NCC.CN1CCOCC1.Cl, predict the reaction product. The product is: [CH2:22]([O:25][C:26]([C:28]1[N:29]([N:33]([C:17](=[O:19])[CH2:16][C:11]2[NH:10][C:9]3[CH:20]=[CH:21][C:6]([NH:5][S:2]([CH3:1])(=[O:3])=[O:4])=[CH:7][C:8]=3[S:13](=[O:14])(=[O:15])[CH:12]=2)[CH2:34][CH2:35][CH:36]([CH3:38])[CH3:37])[CH:30]=[CH:31][CH:32]=1)=[O:27])[CH:23]=[CH2:24]. (2) Given the reactants Br[C:2]1[CH:11]=[C:10]2[C:5]([CH:6]=[CH:7][C:8]([C:12]([NH:14][C:15]3[CH:16]=[N:17][CH:18]=[CH:19][C:20]=3[N:21]3[CH2:26][C@H:25]([CH3:27])[CH2:24][C@H:23]([NH:28]C(=O)OC(C)(C)C)[CH2:22]3)=[O:13])=[N:9]2)=[CH:4][CH:3]=1.[CH3:36][N:37]1[CH:41]=[C:40](B(O)O)[CH:39]=[N:38]1.CCN(C(C)C)C(C)C.N#N, predict the reaction product. The product is: [NH2:28][C@H:23]1[CH2:24][C@@H:25]([CH3:27])[CH2:26][N:21]([C:20]2[CH:19]=[CH:18][N:17]=[CH:16][C:15]=2[NH:14][C:12]([C:8]2[CH:7]=[CH:6][C:5]3[C:10](=[CH:11][C:2]([C:40]4[CH:39]=[N:38][N:37]([CH3:36])[CH:41]=4)=[CH:3][CH:4]=3)[N:9]=2)=[O:13])[CH2:22]1. (3) Given the reactants [N:1]([O-])=O.[Na+].[NH2:5][C:6]1[CH:15]=[CH:14][C:9]([C:10]([O:12][CH3:13])=[O:11])=[CH:8][C:7]=1[O:16][CH3:17].O.O.[Sn](Cl)Cl, predict the reaction product. The product is: [NH:5]([C:6]1[CH:15]=[CH:14][C:9]([C:10]([O:12][CH3:13])=[O:11])=[CH:8][C:7]=1[O:16][CH3:17])[NH2:1]. (4) Given the reactants [Br:1][C:2]1[CH:3]=[C:4]2[C:9](=[CH:10][CH:11]=1)[O:8][CH2:7][CH2:6][CH:5]2[C:12]([OH:14])=O.[CH3:15][N:16]([CH3:34])[C:17]1[CH:22]=[CH:21][C:20]([CH2:23][NH:24][C:25]2[CH:30]=[CH:29][C:28]([CH:31]([CH3:33])[CH3:32])=[CH:27][CH:26]=2)=[CH:19][CH:18]=1, predict the reaction product. The product is: [Br:1][C:2]1[CH:3]=[C:4]2[C:9](=[CH:10][CH:11]=1)[O:8][CH2:7][CH2:6][CH:5]2[C:12]([N:24]([CH2:23][C:20]1[CH:19]=[CH:18][C:17]([N:16]([CH3:34])[CH3:15])=[CH:22][CH:21]=1)[C:25]1[CH:26]=[CH:27][C:28]([CH:31]([CH3:33])[CH3:32])=[CH:29][CH:30]=1)=[O:14]. (5) Given the reactants [OH:1][CH:2]1[CH2:7][CH2:6][CH2:5][CH:4]([O:8][CH2:9][C:10]2[CH:19]=[CH:18][CH:17]=[C:16]([CH3:20])[C:11]=2[C:12]([O:14]C)=[O:13])[CH2:3]1.[CH3:21][O:22][C:23]1[CH:28]=[CH:27][C:26]([C:29]2[O:30][C:31]([CH3:36])=[C:32]([CH2:34]I)[N:33]=2)=[CH:25][CH:24]=1, predict the reaction product. The product is: [CH3:21][O:22][C:23]1[CH:24]=[CH:25][C:26]([C:29]2[O:30][C:31]([CH3:36])=[C:32]([CH2:34][O:1][CH:2]3[CH2:7][CH2:6][CH2:5][CH:4]([O:8][CH2:9][C:10]4[CH:19]=[CH:18][CH:17]=[C:16]([CH3:20])[C:11]=4[C:12]([OH:14])=[O:13])[CH2:3]3)[N:33]=2)=[CH:27][CH:28]=1. (6) Given the reactants [N:1]([C@H:4]1[C@H:9]([NH:10][C:11]([O:13][CH2:14][C:15]2[CH:20]=[CH:19][CH:18]=[CH:17][CH:16]=2)=[O:12])[CH2:8][CH2:7][N:6]([C:21]([O:23][C:24]([CH3:27])([CH3:26])[CH3:25])=[O:22])[CH2:5]1)=[N+]=[N-].C1(P(C2C=CC=CC=2)C2C=CC=CC=2)C=CC=CC=1, predict the reaction product. The product is: [NH2:1][C@H:4]1[C@H:9]([NH:10][C:11]([O:13][CH2:14][C:15]2[CH:16]=[CH:17][CH:18]=[CH:19][CH:20]=2)=[O:12])[CH2:8][CH2:7][N:6]([C:21]([O:23][C:24]([CH3:27])([CH3:26])[CH3:25])=[O:22])[CH2:5]1. (7) The product is: [C:41]([C:36]1[CH:37]=[C:38]2[C:33](=[C:34]([F:45])[CH:35]=1)[C:32](=[O:46])[N:31]([C:7]1[C:6]([CH2:5][OH:4])=[C:11]([C:12]3[CH:17]=[C:16]([NH:18][C:19]4[CH:28]=[C:22]5[CH:23]([CH3:27])[O:24][CH2:25][CH2:26][N:21]5[N:20]=4)[C:15](=[O:29])[N:14]([CH3:30])[CH:13]=3)[CH:10]=[CH:9][N:8]=1)[N:40]=[CH:39]2)([CH3:42])([CH3:43])[CH3:44]. Given the reactants C([O:4][CH2:5][C:6]1[C:7]([N:31]2[N:40]=[CH:39][C:38]3[C:33](=[C:34]([F:45])[CH:35]=[C:36]([C:41]([CH3:44])([CH3:43])[CH3:42])[CH:37]=3)[C:32]2=[O:46])=[N:8][CH:9]=[CH:10][C:11]=1[C:12]1[CH:17]=[C:16]([NH:18][C:19]2[CH:28]=[C:22]3[CH:23]([CH3:27])[O:24][CH2:25][CH2:26][N:21]3[N:20]=2)[C:15](=[O:29])[N:14]([CH3:30])[CH:13]=1)(=O)C.[OH-].[Li+].C(O)(C)C.C1COCC1, predict the reaction product.